From a dataset of hERG potassium channel inhibition data for cardiac toxicity prediction from Karim et al.. Regression/Classification. Given a drug SMILES string, predict its toxicity properties. Task type varies by dataset: regression for continuous values (e.g., LD50, hERG inhibition percentage) or binary classification for toxic/non-toxic outcomes (e.g., AMES mutagenicity, cardiotoxicity, hepatotoxicity). Dataset: herg_karim. (1) The drug is Cn1cc2cccc(Nc3nc(N[C@@H]4CCOC[C@H]4N)cc4cc[nH]c(=O)c34)c2n1. The result is 0 (non-blocker). (2) The compound is CCN(CC)C(=O)c1ccc(C2=CC3(CCNCC3)Oc3ccccc32)o1. The result is 1 (blocker). (3) The compound is N#Cc1cccc(S(=O)(=O)C2CCN(CCc3ccc(F)cc3F)CC2)c1. The result is 1 (blocker). (4) The drug is O=C([C@@H]1C[C@H]1c1ccc(C(F)(F)F)cc1)N1CCN(S(=O)(=O)c2cc(-c3nc(O)cs3)cc(C(F)(F)F)c2)CC1. The result is 1 (blocker). (5) The drug is CN1CCN(c2ncc3cc(-c4ccccc4)c(-c4ccc(CN5CCC(c6nnc(-c7ccc(N)nc7)[nH]6)CC5)cc4)nc3n2)CC1. The result is 1 (blocker). (6) The compound is C[C@@H]1CN(CCO)CCN1c1cc2[nH]c(SC(C)(C)C)nc2cc1Cl. The result is 1 (blocker). (7) The compound is CCN(CC)C(C)CCCNc1nccc(NCc2ccc(Cl)cc2Cl)n1. The result is 1 (blocker).